From a dataset of Peptide-MHC class II binding affinity with 134,281 pairs from IEDB. Regression. Given a peptide amino acid sequence and an MHC pseudo amino acid sequence, predict their binding affinity value. This is MHC class II binding data. (1) The peptide sequence is GRGSGSSFEIKSTKPEASSG. The MHC is DRB1_1501 with pseudo-sequence DRB1_1501. The binding affinity (normalized) is 0.260. (2) The peptide sequence is WFINWYLPISQLFYN. The MHC is HLA-DQA10102-DQB10502 with pseudo-sequence HLA-DQA10102-DQB10502. The binding affinity (normalized) is 0.625.